Dataset: Full USPTO retrosynthesis dataset with 1.9M reactions from patents (1976-2016). Task: Predict the reactants needed to synthesize the given product. (1) Given the product [Cl:26][C:24]1[CH:23]=[CH:22][C:21]([O:27][CH2:28][C:29]2[CH:34]=[CH:33][C:32]([Br:35])=[CH:31][C:30]=2[F:36])=[C:20]([C:15]2[N:14]([C:6]3[CH:5]=[C:4]([CH:9]=[C:8]([C:10]([F:13])([F:11])[F:12])[CH:7]=3)[C:3]([OH:37])=[O:2])[C:18]([CH3:19])=[CH:17][CH:16]=2)[CH:25]=1, predict the reactants needed to synthesize it. The reactants are: C[O:2][C:3](=[O:37])[C:4]1[CH:9]=[C:8]([C:10]([F:13])([F:12])[F:11])[CH:7]=[C:6]([N:14]2[C:18]([CH3:19])=[CH:17][CH:16]=[C:15]2[C:20]2[CH:25]=[C:24]([Cl:26])[CH:23]=[CH:22][C:21]=2[O:27][CH2:28][C:29]2[CH:34]=[CH:33][C:32]([Br:35])=[CH:31][C:30]=2[F:36])[CH:5]=1. (2) Given the product [CH3:1][C:2]1[C:3]([O:4][CH3:16])=[CH:5][CH:6]=[CH:7][C:8]=1[OH:9], predict the reactants needed to synthesize it. The reactants are: [CH3:1][C:2]1[C:8]([OH:9])=[CH:7][CH:6]=[CH:5][C:3]=1[OH:4].[OH-].[Na+].S(OC)(O[CH3:16])(=O)=O.